Dataset: Forward reaction prediction with 1.9M reactions from USPTO patents (1976-2016). Task: Predict the product of the given reaction. Given the reactants FC(F)(F)COP([CH2:13][C:14]([O:16][CH3:17])=[O:15])(OCC(F)(F)F)=O.C1OCCOCCOCCOCCOCCOC1.C[Si]([N-][Si](C)(C)C)(C)C.[Na+].[Cl:48][C:49]1[CH:50]=[C:51]([C:59]2[O:63][N:62]=[C:61]([C:64]3[CH:65]=[CH:66][CH:67]=[C:68]4[C:72]=3[N:71]([CH3:73])[CH:70]=[C:69]4[CH:74]=O)[N:60]=2)[CH:52]=[CH:53][C:54]=1[O:55][CH:56]([CH3:58])[CH3:57], predict the reaction product. The product is: [Cl:48][C:49]1[CH:50]=[C:51]([C:59]2[O:63][N:62]=[C:61]([C:64]3[CH:65]=[CH:66][CH:67]=[C:68]4[C:72]=3[N:71]([CH3:73])[CH:70]=[C:69]4/[CH:74]=[CH:13]\[C:14]([O:16][CH3:17])=[O:15])[N:60]=2)[CH:52]=[CH:53][C:54]=1[O:55][CH:56]([CH3:57])[CH3:58].